This data is from CYP2C9 inhibition data for predicting drug metabolism from PubChem BioAssay. The task is: Regression/Classification. Given a drug SMILES string, predict its absorption, distribution, metabolism, or excretion properties. Task type varies by dataset: regression for continuous measurements (e.g., permeability, clearance, half-life) or binary classification for categorical outcomes (e.g., BBB penetration, CYP inhibition). Dataset: cyp2c9_veith. (1) The compound is COc1cccc(-c2cncnc2NCc2cnc(C)cn2)c1. The result is 0 (non-inhibitor). (2) The compound is COc1ccc(-c2nc3cnc(OC)nc3n(CCC#N)c2=O)cc1. The result is 0 (non-inhibitor). (3) The molecule is CCCn1nc2cc(C(=O)NCc3ccccc3OC)ccc2c1OCC. The result is 0 (non-inhibitor). (4) The compound is Nc1cc(Cl)ccc1Oc1ccccc1. The result is 1 (inhibitor).